Regression. Given a target protein amino acid sequence and a drug SMILES string, predict the binding affinity score between them. We predict pIC50 (pIC50 = -log10(IC50 in M); higher means more potent). Dataset: bindingdb_ic50. From a dataset of Drug-target binding data from BindingDB using IC50 measurements. The small molecule is O=C(CCSSCCC(=O)NCc1ccccc1)NCc1ccccc1. The target protein sequence is MEYSPNEVIKQEREVFVGKEKSGSKFKRKRSIFIVLTVSICFMFALMLFYFTRNENNKTLFTNSLSNNINDDYIINSLLKSESGKKFIVSKLEELISSYDKEKKMRTTGAEENNMNMNGIDDKDNKSVSFVNKKNGNLKVNNNNQVSYSNLFDTKFLMDNLETVNLFYIFLKENNKKYETSEEMQKRFIIFSENYRKIELHNKKTNSLYKRGMNKFGDLSPEEFRSKYLNLKTHGPFKTLSPPVSYEANYEDVIKKYKPADAKLDRIAYDWRLHGGVTPVKDQALCGSCWAFSSVGSVESQYAIRKKALFLFSEQELVDCSVKNNGCYGGYITNAFDDMIDLGGLCSQDDYPYVSNLPETCNLKRCNERYTIKSYVSIPDDKFKEALRYLGPISISIAASDDFAFYRGGFYDGECGAAPNHAVILVGYGMKDIYNEDTGRMEKFYYYIIKNSWGSDWGEGGYINLETDENGYKKTCSIGTEAYVPLLE. The pIC50 is 4.7.